Predict the product of the given reaction. From a dataset of Forward reaction prediction with 1.9M reactions from USPTO patents (1976-2016). Given the reactants C([O:4][CH2:5][CH:6]1[CH2:12][NH:11][CH2:10][CH2:9][CH2:8][NH:7]1)(=O)C.[CH2:13]([N:20]1[C:28]2[C:27](=[O:29])[N:26]([CH3:30])[C:25](=[O:31])[N:24]([CH3:32])[C:23]=2[N:22]=[C:21]1Cl)[C:14]1[CH:19]=[CH:18][CH:17]=[CH:16][CH:15]=1, predict the reaction product. The product is: [CH2:13]([N:20]1[C:28]2[C:27](=[O:29])[N:26]([CH3:30])[C:25](=[O:31])[N:24]([CH3:32])[C:23]=2[N:22]=[C:21]1[N:11]1[CH2:10][CH2:9][CH2:8][NH:7][CH:6]([CH2:5][OH:4])[CH2:12]1)[C:14]1[CH:19]=[CH:18][CH:17]=[CH:16][CH:15]=1.